The task is: Regression. Given a peptide amino acid sequence and an MHC pseudo amino acid sequence, predict their binding affinity value. This is MHC class II binding data.. This data is from Peptide-MHC class II binding affinity with 134,281 pairs from IEDB. (1) The peptide sequence is PATPAAPGAGYTPAT. The MHC is HLA-DQA10104-DQB10503 with pseudo-sequence HLA-DQA10104-DQB10503. The binding affinity (normalized) is 0. (2) The peptide sequence is EKKYFAATQFEPLAH. The MHC is DRB1_0701 with pseudo-sequence DRB1_0701. The binding affinity (normalized) is 0.727. (3) The peptide sequence is RDGHEKPMNVQSLGW. The MHC is HLA-DQA10303-DQB10402 with pseudo-sequence HLA-DQA10303-DQB10402. The binding affinity (normalized) is 0.319. (4) The peptide sequence is QYDVIIQHPADMSWC. The MHC is DRB1_0405 with pseudo-sequence DRB1_0405. The binding affinity (normalized) is 0.541. (5) The peptide sequence is SLQVCVQTVRTQVYI. The MHC is DRB1_0101 with pseudo-sequence DRB1_0101. The binding affinity (normalized) is 0.363. (6) The peptide sequence is AGRFEVHAQTVEDEA. The MHC is DRB1_0404 with pseudo-sequence DRB1_0404. The binding affinity (normalized) is 0.479. (7) The peptide sequence is FNGGESKLKAEATTD. The MHC is DRB1_0405 with pseudo-sequence DRB1_0405. The binding affinity (normalized) is 0.0997. (8) The peptide sequence is KMLDPRQGLAVLRKV. The MHC is H-2-IAd with pseudo-sequence H-2-IAd. The binding affinity (normalized) is 0.276. (9) The peptide sequence is KFIPALEAAVKQAYA. The MHC is HLA-DQA10101-DQB10501 with pseudo-sequence HLA-DQA10101-DQB10501. The binding affinity (normalized) is 0. (10) The peptide sequence is TLELLYADTVAFCFR. The MHC is DRB1_0101 with pseudo-sequence DRB1_0101. The binding affinity (normalized) is 0.475.